Predict which catalyst facilitates the given reaction. From a dataset of Catalyst prediction with 721,799 reactions and 888 catalyst types from USPTO. (1) Reactant: [CH:1]12C[CH:4]([CH:5]=[CH:6]1)[CH:3]1[C:8]([O:10]C(=O)[CH:2]21)=[O:9].NC1C=CC(C(O)=O)=CC=1. Product: [C:8]([OH:10])(=[O:9])[C:3]1[CH:4]=[CH:5][CH:6]=[CH:1][CH:2]=1. The catalyst class is: 15. (2) Reactant: [CH2:1]([C:3]1[C:4]([OH:13])=[C:5]([C:9]([CH3:12])=[CH:10][CH:11]=1)[C:6]([OH:8])=[O:7])[CH3:2].C(N(C(C)C)CC)(C)C.[CH3:23][O:24][CH2:25]Cl. Product: [CH2:1]([C:3]1[C:4]([O:13][CH2:23][O:24][CH3:25])=[C:5]([C:9]([CH3:12])=[CH:10][CH:11]=1)[C:6]([OH:8])=[O:7])[CH3:2]. The catalyst class is: 4.